Task: Predict which catalyst facilitates the given reaction.. Dataset: Catalyst prediction with 721,799 reactions and 888 catalyst types from USPTO (1) Reactant: [N:1]1([CH:7]([C:16]2[CH:21]=[CH:20][CH:19]=[CH:18][CH:17]=2)[C:8]([C:10]2[CH:15]=[CH:14][CH:13]=[CH:12][N:11]=2)=[O:9])[CH2:6][CH2:5][O:4][CH2:3][CH2:2]1.[C:22]1([Mg]Br)[CH:27]=[CH:26][CH:25]=[CH:24][CH:23]=1. Product: [N:1]1([CH:7]([C:16]2[CH:21]=[CH:20][CH:19]=[CH:18][CH:17]=2)[C:8]([C:22]2[CH:27]=[CH:26][CH:25]=[CH:24][CH:23]=2)([C:10]2[CH:15]=[CH:14][CH:13]=[CH:12][N:11]=2)[OH:9])[CH2:2][CH2:3][O:4][CH2:5][CH2:6]1. The catalyst class is: 1. (2) Reactant: [N:1]1[CH:6]=[C:5]([C@@H:7]2[CH2:12][CH2:11][CH2:10][N:8]2[CH3:9])[CH:4]=[CH:3][CH:2]=1.[Br:13][CH2:14][CH2:15][C:16]#[C:17][CH2:18][CH2:19][CH2:20][CH2:21][CH2:22][CH3:23]. Product: [Br-:13].[CH2:14]([N+:1]1[CH:2]=[CH:3][CH:4]=[C:5]([C@@H:7]2[CH2:12][CH2:11][CH2:10][N:8]2[CH3:9])[CH:6]=1)[CH2:15][C:16]#[C:17][CH2:18][CH2:19][CH2:20][CH2:21][CH2:22][CH3:23]. The catalyst class is: 52.